This data is from Forward reaction prediction with 1.9M reactions from USPTO patents (1976-2016). The task is: Predict the product of the given reaction. (1) Given the reactants [CH3:1][O:2][C:3]1[CH:11]=[C:10]2[C:6]([CH2:7][CH2:8][C:9]2([CH3:13])[CH3:12])=[CH:5][CH:4]=1.C(O)(=[O:16])C, predict the reaction product. The product is: [CH3:1][O:2][C:3]1[CH:11]=[C:10]2[C:6](=[CH:5][CH:4]=1)[C:7](=[O:16])[CH2:8][C:9]2([CH3:13])[CH3:12]. (2) Given the reactants C(O[C:4]([C:6]1[CH:11]=[C:10]([C:12]2[CH:13]=[N:14][CH:15]=[C:16]([F:18])[CH:17]=2)[CH:9]=[C:8]([CH3:19])[N:7]=1)=[O:5])C.[NH2:20][C:21]1[CH:26]=[CH:25][CH:24]=[CH:23][CH:22]=1, predict the reaction product. The product is: [C:21]1([NH:20][C:4]([C:6]2[CH:11]=[C:10]([C:12]3[CH:13]=[N:14][CH:15]=[C:16]([F:18])[CH:17]=3)[CH:9]=[C:8]([CH3:19])[N:7]=2)=[O:5])[CH:26]=[CH:25][CH:24]=[CH:23][CH:22]=1. (3) Given the reactants [NH3:1].Br[CH2:3][C:4]1[O:5][C:6]2[CH:12]=[C:11]([Cl:13])[CH:10]=[CH:9][C:7]=2[N:8]=1, predict the reaction product. The product is: [Cl:13][C:11]1[CH:10]=[CH:9][C:7]2[N:8]=[C:4]([CH2:3][NH2:1])[O:5][C:6]=2[CH:12]=1. (4) Given the reactants Br[C:2]1[CH:7]=[CH:6][CH:5]=[CH:4][N:3]=1.[CH2:8]([OH:11])[C:9]#[CH:10], predict the reaction product. The product is: [N:3]1[CH:4]=[CH:5][CH:6]=[CH:7][C:2]=1[C:10]#[C:9][CH2:8][OH:11]. (5) Given the reactants C[C:2]1[CH:11]=[C:10]([CH2:12][NH2:13])[C:9]2[C:4](=[CH:5][CH:6]=[CH:7][CH:8]=2)[C:3]=1[C:14]([OH:16])=O.[CH3:17][OH:18].[NH:19]1[CH:23]=[CH:22][N:21]=[C:20]1[CH:24]=O.[C:26]([BH3-])#[N:27].[Na+], predict the reaction product. The product is: [CH3:17][O:18][C:14]([C:3]1[C:4]2[C:9](=[CH:8][CH:7]=[CH:6][CH:5]=2)[C:10]([CH2:12][N:13]([CH2:24][C:20]2[NH:19][CH:23]=[CH:26][N:27]=2)[CH2:24][C:20]2[NH:21][CH:22]=[CH:23][N:19]=2)=[CH:11][CH:2]=1)=[O:16]. (6) Given the reactants S(Cl)(Cl)=O.[C:5]([O:8][CH2:9][C:10]([CH3:40])([CH3:39])[CH2:11][N:12]1[C:18]2[CH:19]=[CH:20][C:21]([Cl:23])=[CH:22][C:17]=2[C@@H:16]([C:24]2[CH:29]=[CH:28][CH:27]=[C:26]([O:30][CH3:31])[C:25]=2[O:32][CH3:33])[O:15][C@H:14]([CH2:34][C:35](O)=[O:36])[C:13]1=[O:38])(=[O:7])[CH3:6].[NH2:41][C:42]1[CH:43]=[C:44]([CH2:49][CH2:50][C:51]([O:53][CH3:54])=[O:52])[CH:45]=[CH:46][C:47]=1[Cl:48].C(N(CC)CC)C, predict the reaction product. The product is: [Cl:48][C:47]1[CH:46]=[CH:45][C:44]([CH2:49][CH2:50][C:51]([O:53][CH3:54])=[O:52])=[CH:43][C:42]=1[NH:41][C:35](=[O:36])[CH2:34][C@H:14]1[O:15][C@H:16]([C:24]2[CH:29]=[CH:28][CH:27]=[C:26]([O:30][CH3:31])[C:25]=2[O:32][CH3:33])[C:17]2[CH:22]=[C:21]([Cl:23])[CH:20]=[CH:19][C:18]=2[N:12]([CH2:11][C:10]([CH3:39])([CH3:40])[CH2:9][O:8][C:5](=[O:7])[CH3:6])[C:13]1=[O:38]. (7) Given the reactants [F:1][C:2]([F:26])([F:25])[O:3][C:4]1[CH:9]=[CH:8][C:7]([N:10]2[C:14]3[CH:15]=[CH:16][C:17]4[CH:22]=[C:21]([CH:23]=O)[CH:20]=[CH:19][C:18]=4[C:13]=3[N:12]=[CH:11]2)=[CH:6][CH:5]=1.[NH2:27][NH:28][C:29]([NH:31][C:32]1[C:37]([CH3:38])=[CH:36][CH:35]=[CH:34][C:33]=1[CH3:39])=[S:30], predict the reaction product. The product is: [CH3:38][C:37]1[CH:36]=[CH:35][CH:34]=[C:33]([CH3:39])[C:32]=1[NH:31][C:29]([NH:28]/[N:27]=[CH:23]/[C:21]1[CH:20]=[CH:19][C:18]2[C:13]3[N:12]=[CH:11][N:10]([C:7]4[CH:8]=[CH:9][C:4]([O:3][C:2]([F:26])([F:1])[F:25])=[CH:5][CH:6]=4)[C:14]=3[CH:15]=[CH:16][C:17]=2[CH:22]=1)=[S:30]. (8) Given the reactants [NH2:1][C:2]1[N:10]=[C:9]([NH2:11])[CH:8]=[CH:7][C:3]=1[C:4]([OH:6])=O.ON1C2C=CC=CC=2N=N1.CCN=C=NCCCN(C)C.[O:33]([C:40]1[CH:47]=[CH:46][C:43]([CH2:44][NH2:45])=[CH:42][CH:41]=1)[C:34]1[CH:39]=[CH:38][CH:37]=[CH:36][CH:35]=1.C(=O)(O)[O-].[Na+], predict the reaction product. The product is: [O:33]([C:40]1[CH:41]=[CH:42][C:43]([CH2:44][NH:45][C:4](=[O:6])[C:3]2[CH:7]=[CH:8][C:9]([NH2:11])=[N:10][C:2]=2[NH2:1])=[CH:46][CH:47]=1)[C:34]1[CH:39]=[CH:38][CH:37]=[CH:36][CH:35]=1. (9) Given the reactants [NH2:1][C:2]1[N:7]([C:8]2[C:22]([F:23])=[CH:21][C:11]([O:12][CH2:13][CH2:14][CH2:15]OS(C)(=O)=O)=[CH:10][C:9]=2[F:24])[C:6](=[O:25])[CH:5]=[CH:4][C:3]=1[C:26](=[O:35])[C:27]1[CH:32]=[CH:31][C:30]([F:33])=[C:29]([CH3:34])[CH:28]=1.S(C1C=CC(C)=CC=1)(O)(=O)=O.[CH:47]1([O:52][C:53](=[O:63])[C@H:54]([CH2:56][C:57]2[CH:62]=[CH:61][CH:60]=[CH:59][CH:58]=2)[NH2:55])[CH2:51][CH2:50][CH2:49][CH2:48]1, predict the reaction product. The product is: [NH2:1][C:2]1[N:7]([C:8]2[C:22]([F:23])=[CH:21][C:11]([O:12][CH2:13][CH2:14][CH2:15][NH:55][C@@H:54]([CH2:56][C:57]3[CH:58]=[CH:59][CH:60]=[CH:61][CH:62]=3)[C:53]([O:52][CH:47]3[CH2:51][CH2:50][CH2:49][CH2:48]3)=[O:63])=[CH:10][C:9]=2[F:24])[C:6](=[O:25])[CH:5]=[CH:4][C:3]=1[C:26](=[O:35])[C:27]1[CH:32]=[CH:31][C:30]([F:33])=[C:29]([CH3:34])[CH:28]=1. (10) Given the reactants [CH:1]1[C:13]2[CH:12]([CH2:14][O:15][C:16]([NH:18][C:19]3([C:30](O)=[O:31])[CH2:22][N:21]([C:23]([O:25][C:26]([CH3:29])([CH3:28])[CH3:27])=[O:24])[CH2:20]3)=[O:17])[C:11]3[C:6](=[CH:7][CH:8]=[CH:9][CH:10]=3)[C:5]=2[CH:4]=[CH:3][CH:2]=1.[NH2:33][C:34]1[S:35][C:36]([CH3:49])=[C:37]([CH3:48])[C:38]=1[C:39]([C:41]1[CH:46]=[CH:45][C:44]([Cl:47])=[CH:43][CH:42]=1)=[O:40].Cl.C(N=C=NCCCN(C)C)C, predict the reaction product. The product is: [CH:10]1[C:11]2[CH:12]([CH2:14][O:15][C:16]([NH:18][C:19]3([C:30](=[O:31])[NH:33][C:34]4[S:35][C:36]([CH3:49])=[C:37]([CH3:48])[C:38]=4[C:39](=[O:40])[C:41]4[CH:46]=[CH:45][C:44]([Cl:47])=[CH:43][CH:42]=4)[CH2:20][N:21]([C:23]([O:25][C:26]([CH3:28])([CH3:27])[CH3:29])=[O:24])[CH2:22]3)=[O:17])[C:13]3[C:5](=[CH:4][CH:3]=[CH:2][CH:1]=3)[C:6]=2[CH:7]=[CH:8][CH:9]=1.